From a dataset of Forward reaction prediction with 1.9M reactions from USPTO patents (1976-2016). Predict the product of the given reaction. Given the reactants [Br:1][C:2]1[CH:7]=[CH:6][C:5]([C:8](=O)[CH:9](OCC)OCC)=[CH:4][C:3]=1[F:17].[OH-].[K+].C(=O)(O)O.[NH2:24][NH:25][C:26]([NH2:28])=[NH:27].Cl.C(=O)(O)[O-].[Na+], predict the reaction product. The product is: [Br:1][C:2]1[CH:7]=[CH:6][C:5]([C:8]2[N:24]=[N:25][C:26]([NH2:28])=[N:27][CH:9]=2)=[CH:4][C:3]=1[F:17].